From a dataset of Buchwald-Hartwig C-N cross coupling reaction yields with 55,370 reactions. Predict the reaction yield, written as a fraction of the theoretical maximum amount of product (1.0 means a 100% yield; for example, 0.34 means a 34% yield). (1) The reactants are COc1ccc(Br)cc1.Cc1ccc(N)cc1.O=S(=O)(O[Pd]1c2ccccc2-c2ccccc2N~1)C(F)(F)F.CC(C)c1cc(C(C)C)c(-c2ccccc2P(C2CCCCC2)C2CCCCC2)c(C(C)C)c1.CCN=P(N=P(N(C)C)(N(C)C)N(C)C)(N(C)C)N(C)C.Cc1ccon1. No catalyst specified. The product is COc1ccc(Nc2ccc(C)cc2)cc1. The yield is 0.288. (2) The reactants are Brc1cccnc1.Cc1ccc(N)cc1.O=S(=O)(O[Pd]1c2ccccc2-c2ccccc2N~1)C(F)(F)F.CC(C)c1cc(C(C)C)c(-c2ccccc2P(C(C)(C)C)C(C)(C)C)c(C(C)C)c1.CN(C)C(=NC(C)(C)C)N(C)C.c1ccc(CN(Cc2ccccc2)c2ccon2)cc1. No catalyst specified. The product is Cc1ccc(Nc2cccnc2)cc1. The yield is 0.607. (3) The reactants are Clc1ccccn1.Cc1ccc(N)cc1.O=S(=O)(O[Pd]1c2ccccc2-c2ccccc2N~1)C(F)(F)F.COc1ccc(OC)c(P(C(C)(C)C)C(C)(C)C)c1-c1c(C(C)C)cc(C(C)C)cc1C(C)C.CN1CCCN2CCCN=C12.c1ccc(CN(Cc2ccccc2)c2ccno2)cc1. No catalyst specified. The product is Cc1ccc(Nc2ccccn2)cc1. The yield is 0.722. (4) The reactants are CCc1ccc(Cl)cc1.Cc1ccc(N)cc1.O=S(=O)(O[Pd]1c2ccccc2-c2ccccc2N~1)C(F)(F)F.CC(C)c1cc(C(C)C)c(-c2ccccc2P(C(C)(C)C)C(C)(C)C)c(C(C)C)c1.CN(C)C(=NC(C)(C)C)N(C)C.c1ccc2oncc2c1. No catalyst specified. The product is CCc1ccc(Nc2ccc(C)cc2)cc1. The yield is 0.0406. (5) The reactants are Ic1cccnc1.Cc1ccc(N)cc1.O=S(=O)(O[Pd]1c2ccccc2-c2ccccc2N~1)C(F)(F)F.COc1ccc(OC)c(P(C(C)(C)C)C(C)(C)C)c1-c1c(C(C)C)cc(C(C)C)cc1C(C)C.CN(C)C(=NC(C)(C)C)N(C)C.c1ccc2oncc2c1. No catalyst specified. The product is Cc1ccc(Nc2cccnc2)cc1. The yield is 0.587. (6) The reactants are CCc1ccc(I)cc1.Cc1ccc(N)cc1.O=S(=O)(O[Pd]1c2ccccc2-c2ccccc2N~1)C(F)(F)F.CC(C)c1cc(C(C)C)c(-c2ccccc2P(C2CCCCC2)C2CCCCC2)c(C(C)C)c1.CCN=P(N=P(N(C)C)(N(C)C)N(C)C)(N(C)C)N(C)C.CCOC(=O)c1cc(OC)no1. No catalyst specified. The product is CCc1ccc(Nc2ccc(C)cc2)cc1. The yield is 0.645.